From a dataset of Forward reaction prediction with 1.9M reactions from USPTO patents (1976-2016). Predict the product of the given reaction. (1) Given the reactants FC(F)(F)C(O)=O.[CH:8]1([CH2:11][CH2:12][O:13][C:14]2[NH:15][C:16]([NH2:25])=[C:17]3[C:21]([N:22]=2)=[N:20][C:19]([O:23][CH3:24])=[N:18]3)[CH2:10][CH2:9]1.C(=O)([O-])[O-].[K+].[K+].Br[CH2:33][CH2:34][CH:35]1[CH2:39][CH2:38][O:37][CH2:36]1, predict the reaction product. The product is: [CH:8]1([CH2:11][CH2:12][O:13][C:14]2[N:22]=[C:21]3[C:17]([N:18]=[C:19]([O:23][CH3:24])[N:20]3[CH2:33][CH2:34][CH:35]3[CH2:39][CH2:38][O:37][CH2:36]3)=[C:16]([NH2:25])[N:15]=2)[CH2:10][CH2:9]1. (2) Given the reactants O.[NH2:2][NH2:3].C(O)(=O)C.O=[CH:9][CH:10]([C:13]1[S:14][CH:15]=[CH:16][CH:17]=1)[C:11]#[N:12], predict the reaction product. The product is: [S:14]1[CH:15]=[CH:16][CH:17]=[C:13]1[C:10]1[CH:9]=[N:3][NH:2][C:11]=1[NH2:12]. (3) Given the reactants C(OC(=O)[NH:7][C@H:8]([CH2:25][C:26]1[CH:27]=[N:28][CH:29]=[CH:30][CH:31]=1)[C:9]([N:11]1[CH2:16][CH2:15][N:14]([C:17]2[CH:22]=[CH:21][CH:20]=[CH:19][C:18]=2[O:23][CH3:24])[CH2:13][CH2:12]1)=[O:10])(C)(C)C.Cl, predict the reaction product. The product is: [NH2:7][C@H:8]([CH2:25][C:26]1[CH:27]=[N:28][CH:29]=[CH:30][CH:31]=1)[C:9]([N:11]1[CH2:12][CH2:13][N:14]([C:17]2[CH:22]=[CH:21][CH:20]=[CH:19][C:18]=2[O:23][CH3:24])[CH2:15][CH2:16]1)=[O:10].